This data is from Catalyst prediction with 721,799 reactions and 888 catalyst types from USPTO. The task is: Predict which catalyst facilitates the given reaction. Reactant: [F:1][C:2]1[CH:7]=[CH:6][C:5]([OH:8])=[CH:4][CH:3]=1.[H-].[Na+].CS([C:14]1[N:15]([C:25]2[CH:30]=[CH:29][C:28]([O:31][CH2:32][C:33]([F:36])([F:35])[F:34])=[CH:27][CH:26]=2)[C:16](=[O:24])[C:17]2[CH2:22][C:21](=[O:23])[NH:20][C:18]=2[N:19]=1)=O.C(O)(=O)CC(CC(O)=O)(C(O)=O)O. Product: [F:1][C:2]1[CH:7]=[CH:6][C:5]([O:8][C:14]2[N:15]([C:25]3[CH:26]=[CH:27][C:28]([O:31][CH2:32][C:33]([F:35])([F:34])[F:36])=[CH:29][CH:30]=3)[C:16](=[O:24])[C:17]3[CH2:22][C:21](=[O:23])[NH:20][C:18]=3[N:19]=2)=[CH:4][CH:3]=1. The catalyst class is: 35.